Dataset: Full USPTO retrosynthesis dataset with 1.9M reactions from patents (1976-2016). Task: Predict the reactants needed to synthesize the given product. (1) The reactants are: [F:1][C:2]([F:25])([F:24])[C:3]1[CH:8]=[CH:7][C:6]([CH:9]2[C:14]3=[N:15][CH:16]=[CH:17][N:18]=[C:13]3[CH:12]=[CH:11][N:10]2[C:19]([O:21][CH2:22][CH3:23])=[O:20])=[CH:5][CH:4]=1.C([O-])=O.[NH4+]. Given the product [F:25][C:2]([F:1])([F:24])[C:3]1[CH:4]=[CH:5][C:6]([CH:9]2[C:14]3=[N:15][CH:16]=[CH:17][N:18]=[C:13]3[CH2:12][CH2:11][N:10]2[C:19]([O:21][CH2:22][CH3:23])=[O:20])=[CH:7][CH:8]=1, predict the reactants needed to synthesize it. (2) Given the product [ClH:1].[NH2:12][CH2:11][CH2:10][CH2:9][N:8]([CH2:20][C:21]1[CH:26]=[CH:25][C:24]([O:27][CH2:28][C:29]2[CH:30]=[CH:31][C:32]([F:35])=[CH:33][CH:34]=2)=[C:23]([O:36][CH3:37])[CH:22]=1)[C:6](=[O:7])[C:5]1[CH:4]=[CH:3][C:2]([Cl:1])=[CH:39][CH:38]=1, predict the reactants needed to synthesize it. The reactants are: [Cl:1][C:2]1[CH:39]=[CH:38][C:5]([C:6]([N:8]([CH2:20][C:21]2[CH:26]=[CH:25][C:24]([O:27][CH2:28][C:29]3[CH:34]=[CH:33][C:32]([F:35])=[CH:31][CH:30]=3)=[C:23]([O:36][CH3:37])[CH:22]=2)[CH2:9][CH2:10][CH2:11][NH:12]C(=O)OC(C)(C)C)=[O:7])=[CH:4][CH:3]=1.Cl. (3) Given the product [C:34]([O:42]/[C:43](/[C:45]([O:47][CH3:48])=[O:46])=[CH:44]\[C:11]1[CH:10]=[CH:9][C:8]([NH:13][C:14]([O:16][C:17]([CH3:20])([CH3:19])[CH3:18])=[O:15])=[C:7]([CH3:21])[C:6]=1[CH2:5][O:4][C:1](=[O:3])[CH3:2])(=[O:41])[C:35]1[CH:40]=[CH:39][CH:38]=[CH:37][CH:36]=1, predict the reactants needed to synthesize it. The reactants are: [C:1]([O:4][CH2:5][C:6]1[C:11](I)=[CH:10][CH:9]=[C:8]([NH:13][C:14]([O:16][C:17]([CH3:20])([CH3:19])[CH3:18])=[O:15])[C:7]=1[CH3:21])(=[O:3])[CH3:2].O1CCCC1.C(N(CC)CC)C.[C:34]([O:42][C:43]([C:45]([O:47][CH3:48])=[O:46])=[CH2:44])(=[O:41])[C:35]1[CH:40]=[CH:39][CH:38]=[CH:37][CH:36]=1. (4) Given the product [F:1][C:2]1[CH:7]=[CH:6][CH:5]=[CH:4][C:3]=1[N:8]1[C:12]([C:13]2[CH:18]=[CH:17][CH:16]=[CH:15][C:14]=2[C:22]2[CH:23]=[CH:24][CH:25]=[CH:26][C:21]=2[OH:20])=[N:11][N:10]=[N:9]1, predict the reactants needed to synthesize it. The reactants are: [F:1][C:2]1[CH:7]=[CH:6][CH:5]=[CH:4][C:3]=1[N:8]1[C:12]([C:13]2[CH:18]=[CH:17][CH:16]=[CH:15][C:14]=2I)=[N:11][N:10]=[N:9]1.[OH:20][C:21]1[CH:26]=[CH:25][CH:24]=[CH:23][C:22]=1B(O)O.C(=O)([O-])[O-].[Na+].[Na+]. (5) Given the product [Cl:1][C:2]1[CH:7]=[C:6]([Cl:8])[CH:5]=[CH:4][C:3]=1[C:9]1[N:10]=[CH:11][CH:12]=[C:13]2[CH:19]=[N:32][NH:15][C:14]=12, predict the reactants needed to synthesize it. The reactants are: [Cl:1][C:2]1[CH:7]=[C:6]([Cl:8])[CH:5]=[CH:4][C:3]=1[C:9]1[C:14]([NH:15]C(=O)C)=[C:13]([CH3:19])[CH:12]=[CH:11][N:10]=1.C(OC(=O)C)(=O)C.C([O-])(=O)C.[K+].[N:32](OCCC(C)C)=O.O.[OH-].[Li+]. (6) Given the product [CH3:14][O:13][CH:3]([O:2][CH3:1])[C:4]1[CH:5]=[CH:6][C:7]([C:8]([NH:22][NH:21][C:19]2[CH:20]=[CH:15][CH:16]=[CH:17][CH:18]=2)=[O:10])=[CH:11][CH:12]=1, predict the reactants needed to synthesize it. The reactants are: [CH3:1][O:2][CH:3]([O:13][CH3:14])[C:4]1[CH:12]=[CH:11][C:7]([C:8]([OH:10])=O)=[CH:6][CH:5]=1.[CH:15]1[CH:16]=[CH:17][C:18]2N(O)[N:22]=[N:21][C:19]=2[CH:20]=1.CCN(C(C)C)C(C)C.C(Cl)CCl.C1(NN)C=CC=CC=1. (7) The reactants are: [Cl:1][C:2]1[CH:7]=[C:6]2[NH:8][C:9](=[O:43])[C@:10]3([C@H:15]([C:16]4[CH:21]=[C:20]([Cl:22])[CH:19]=[CH:18][C:17]=4[O:23][C:24]([CH3:33])([CH3:32])[C:25]([NH:27][S:28]([CH3:31])(=[O:30])=[O:29])=[O:26])[CH2:14][C:13](=[O:34])[NH:12][C@@H:11]3[C:35]3[CH:40]=[C:39]([F:41])[CH:38]=[CH:37][C:36]=3[CH3:42])[C:5]2=[CH:4][CH:3]=1.[C:44](OC(=O)C)(=[O:46])[CH3:45]. Given the product [C:44]([N:8]1[C:6]2[C:5](=[CH:4][CH:3]=[C:2]([Cl:1])[CH:7]=2)[C@@:10]2([C@H:15]([C:16]3[CH:21]=[C:20]([Cl:22])[CH:19]=[CH:18][C:17]=3[O:23][C:24]([CH3:33])([CH3:32])[C:25]([NH:27][S:28]([CH3:31])(=[O:29])=[O:30])=[O:26])[CH2:14][C:13](=[O:34])[NH:12][C@@H:11]2[C:35]2[CH:40]=[C:39]([F:41])[CH:38]=[CH:37][C:36]=2[CH3:42])[C:9]1=[O:43])(=[O:46])[CH3:45], predict the reactants needed to synthesize it.